From a dataset of Forward reaction prediction with 1.9M reactions from USPTO patents (1976-2016). Predict the product of the given reaction. (1) Given the reactants [Cl:1][C:2]1[CH:17]=[CH:16][C:5]([O:6][CH2:7][CH2:8][C@@H:9]([O:11]S(C)(=O)=O)[CH3:10])=[C:4]([O:18][C:19]2[CH:24]=[CH:23][CH:22]=[CH:21][CH:20]=2)[CH:3]=1.C([O:27][C:28](=[O:39])[CH2:29][S:30][C:31]1[CH:36]=[CH:35][C:34](O)=[CH:33][C:32]=1[CH3:38])C, predict the reaction product. The product is: [Cl:1][C:2]1[CH:17]=[CH:16][C:5]([O:6][CH2:7][CH2:8][CH:9]([CH3:10])[O:11][C:34]2[CH:35]=[CH:36][C:31]([S:30][CH2:29][C:28]([OH:39])=[O:27])=[C:32]([CH3:38])[CH:33]=2)=[C:4]([O:18][C:19]2[CH:20]=[CH:21][CH:22]=[CH:23][CH:24]=2)[CH:3]=1. (2) Given the reactants [Cl:1][C:2]1[N:7]=[C:6]([C:8](O)=[O:9])[CH:5]=[CH:4][C:3]=1[O:11][CH2:12][C:13]([N:15]1[CH2:20][CH2:19][C:18]2[N:21]=[C:22]3[S:26][C:25]([CH3:27])=[N:24][N:23]3[C:17]=2[CH:16]1[C:28]1[CH:33]=[CH:32][C:31]([Cl:34])=[CH:30][C:29]=1[F:35])=[O:14].[CH3:36][O:37][NH2:38], predict the reaction product. The product is: [Cl:1][C:2]1[N:7]=[C:6]([C:8]([NH:38][O:37][CH3:36])=[O:9])[CH:5]=[CH:4][C:3]=1[O:11][CH2:12][C:13]([N:15]1[CH2:20][CH2:19][C:18]2[N:21]=[C:22]3[S:26][C:25]([CH3:27])=[N:24][N:23]3[C:17]=2[CH:16]1[C:28]1[CH:33]=[CH:32][C:31]([Cl:34])=[CH:30][C:29]=1[F:35])=[O:14]. (3) Given the reactants C(OC([NH:8][C@:9]([C:18]1[O:22][C:21]([C:23]2[CH:24]=[C:25]([C:37]([OH:39])=[O:38])[CH:26]=[C:27]([C:29]3[CH:34]=[CH:33][CH:32]=[CH:31][C:30]=3[C:35]#[N:36])[CH:28]=2)=[N:20][N:19]=1)([CH3:17])[CH2:10][C:11]1[CH:16]=[CH:15][CH:14]=[CH:13][CH:12]=1)=O)(C)(C)C.Cl, predict the reaction product. The product is: [NH2:8][C:9]([C:18]1[O:22][C:21]([C:23]2[CH:24]=[C:25]([C:37]([OH:39])=[O:38])[CH:26]=[C:27]([C:29]3[CH:34]=[CH:33][CH:32]=[CH:31][C:30]=3[C:35]#[N:36])[CH:28]=2)=[N:20][N:19]=1)([CH3:17])[CH2:10][C:11]1[CH:16]=[CH:15][CH:14]=[CH:13][CH:12]=1. (4) Given the reactants [CH3:1][C:2]1[C:11]([NH:12][C:13]2[CH:18]=[CH:17][C:16]([O:19][C:20]([F:23])([F:22])[F:21])=[CH:15][C:14]=2[N+:24]([O-])=O)=[CH:10][CH:9]=[CH:8][C:3]=1[C:4]([O:6][CH3:7])=[O:5], predict the reaction product. The product is: [NH2:24][C:14]1[CH:15]=[C:16]([O:19][C:20]([F:22])([F:23])[F:21])[CH:17]=[CH:18][C:13]=1[NH:12][C:11]1[C:2]([CH3:1])=[C:3]([CH:8]=[CH:9][CH:10]=1)[C:4]([O:6][CH3:7])=[O:5].